Predict the reactants needed to synthesize the given product. From a dataset of Full USPTO retrosynthesis dataset with 1.9M reactions from patents (1976-2016). (1) Given the product [NH2:19][C:10]1[O:11][C@@H:12]([C:15]([F:18])([F:17])[F:16])[C@H:13]([F:14])[C@:8]([C:6]2[CH:7]=[C:2]([NH:1][C:29](=[O:30])[C:26]3[CH:25]=[CH:24][C:23]([Cl:22])=[CH:28][N:27]=3)[CH:3]=[CH:4][C:5]=2[F:21])([CH3:20])[N:9]=1, predict the reactants needed to synthesize it. The reactants are: [NH2:1][C:2]1[CH:3]=[CH:4][C:5]([F:21])=[C:6]([C@:8]2([CH3:20])[C@@H:13]([F:14])[C@H:12]([C:15]([F:18])([F:17])[F:16])[O:11][C:10]([NH2:19])=[N:9]2)[CH:7]=1.[Cl:22][C:23]1[CH:24]=[CH:25][C:26]([C:29](O)=[O:30])=[N:27][CH:28]=1.C[N+]1(C2N=C(OC)N=C(OC)N=2)CCOCC1.[Cl-]. (2) Given the product [CH:31]([C:2]1[C:3]([O:10][C@@H:11]2[CH2:16][CH2:15][C@@H:14]([CH3:17])[N:13]([C:18]([C:20]3[CH:25]=[CH:24][CH:23]=[CH:22][C:21]=3[N:26]3[N:30]=[CH:29][CH:28]=[N:27]3)=[O:19])[CH2:12]2)=[N:4][CH:5]=[CH:6][C:7]=1[O:8][CH3:9])=[CH2:32], predict the reactants needed to synthesize it. The reactants are: Br[C:2]1[C:3]([O:10][C@@H:11]2[CH2:16][CH2:15][C@@H:14]([CH3:17])[N:13]([C:18]([C:20]3[CH:25]=[CH:24][CH:23]=[CH:22][C:21]=3[N:26]3[N:30]=[CH:29][CH:28]=[N:27]3)=[O:19])[CH2:12]2)=[N:4][CH:5]=[CH:6][C:7]=1[O:8][CH3:9].[CH:31]([B-](F)(F)F)=[CH2:32].[K+].C(=O)([O-])[O-].[Cs+].[Cs+].ClCCl.